Dataset: Reaction yield outcomes from USPTO patents with 853,638 reactions. Task: Predict the reaction yield, written as a fraction of the theoretical maximum amount of product (1.0 means a 100% yield; for example, 0.34 means a 34% yield). (1) The catalyst is CO. The product is [N:1]1[C:10]2[C:5](=[CH:6][CH:7]=[CH:8][CH:9]=2)[CH:4]=[CH:3][C:2]=1/[CH:11]=[CH:12]/[C:13]([OH:15])=[O:14]. The reactants are [N:1]1[C:10]2[C:5](=[CH:6][CH:7]=[CH:8][CH:9]=2)[CH:4]=[CH:3][C:2]=1/[CH:11]=[CH:12]/[C:13]([O:15]C)=[O:14].O.[OH-].[Na+]. The yield is 0.490. (2) The reactants are Cl[O:2][N:3]=[CH:4][C:5]1[CH:10]=[C:9]([CH3:11])[CH:8]=[C:7]([CH3:12])[CH:6]=1.C([O-])([O-])=O.[K+].[K+].[O:19]1[CH2:24][CH2:23][C:22](=[N:25][NH:26][C:27](=[O:37])[C:28]2[CH:33]=[CH:32][CH:31]=[C:30]([O:34][CH3:35])[C:29]=2[CH3:36])[CH2:21][CH2:20]1.O. The catalyst is C(Cl)(Cl)Cl.C(Cl)Cl. The product is [CH3:12][C:7]1[CH:6]=[C:5]([C:4]2[N:25]([NH:26][C:27](=[O:37])[C:28]3[CH:33]=[CH:32][CH:31]=[C:30]([O:34][CH3:35])[C:29]=3[CH3:36])[C:22]3([CH2:21][CH2:20][O:19][CH2:24][CH2:23]3)[O:2][N:3]=2)[CH:10]=[C:9]([CH3:11])[CH:8]=1. The yield is 0.490. (3) The reactants are [CH3:1][N:2]([CH3:7])[CH2:3][CH2:4][NH:5][CH3:6].Cl[C:9]1[N:14]=[C:13]([C:15]2[CH:20]=[CH:19][CH:18]=[CH:17][CH:16]=2)[N:12]=[C:11]([NH:21][C:22]2[CH:26]=[C:25]([CH3:27])[NH:24][N:23]=2)[CH:10]=1. No catalyst specified. The product is [CH3:1][N:2]([CH3:7])[CH2:3][CH2:4][N:5]([CH3:6])[C:9]1[CH:10]=[C:11]([NH:21][C:22]2[CH:26]=[C:25]([CH3:27])[NH:24][N:23]=2)[N:12]=[C:13]([C:15]2[CH:20]=[CH:19][CH:18]=[CH:17][CH:16]=2)[N:14]=1. The yield is 0.350.